This data is from NCI-60 drug combinations with 297,098 pairs across 59 cell lines. The task is: Regression. Given two drug SMILES strings and cell line genomic features, predict the synergy score measuring deviation from expected non-interaction effect. (1) Drug 1: CCC1=CC2CC(C3=C(CN(C2)C1)C4=CC=CC=C4N3)(C5=C(C=C6C(=C5)C78CCN9C7C(C=CC9)(C(C(C8N6C)(C(=O)OC)O)OC(=O)C)CC)OC)C(=O)OC.C(C(C(=O)O)O)(C(=O)O)O. Drug 2: C1=NC2=C(N1)C(=S)N=C(N2)N. Cell line: OVCAR3. Synergy scores: CSS=86.4, Synergy_ZIP=-1.16, Synergy_Bliss=-0.631, Synergy_Loewe=-0.536, Synergy_HSA=3.78. (2) Drug 1: C1=CC(=CC=C1C#N)C(C2=CC=C(C=C2)C#N)N3C=NC=N3. Drug 2: CCCCC(=O)OCC(=O)C1(CC(C2=C(C1)C(=C3C(=C2O)C(=O)C4=C(C3=O)C=CC=C4OC)O)OC5CC(C(C(O5)C)O)NC(=O)C(F)(F)F)O. Cell line: SR. Synergy scores: CSS=65.7, Synergy_ZIP=-0.560, Synergy_Bliss=-2.75, Synergy_Loewe=3.56, Synergy_HSA=1.60. (3) Drug 1: C1CCC(C1)C(CC#N)N2C=C(C=N2)C3=C4C=CNC4=NC=N3. Drug 2: CC12CCC3C(C1CCC2=O)CC(=C)C4=CC(=O)C=CC34C. Cell line: UO-31. Synergy scores: CSS=22.4, Synergy_ZIP=0.185, Synergy_Bliss=0.673, Synergy_Loewe=-0.0773, Synergy_HSA=3.51. (4) Drug 1: N.N.Cl[Pt+2]Cl. Drug 2: CC1C(C(CC(O1)OC2CC(CC3=C2C(=C4C(=C3O)C(=O)C5=C(C4=O)C(=CC=C5)OC)O)(C(=O)CO)O)N)O.Cl. Cell line: OVCAR-8. Synergy scores: CSS=31.8, Synergy_ZIP=-0.821, Synergy_Bliss=-2.85, Synergy_Loewe=-22.0, Synergy_HSA=-1.43. (5) Drug 1: CNC(=O)C1=CC=CC=C1SC2=CC3=C(C=C2)C(=NN3)C=CC4=CC=CC=N4. Drug 2: CNC(=O)C1=NC=CC(=C1)OC2=CC=C(C=C2)NC(=O)NC3=CC(=C(C=C3)Cl)C(F)(F)F. Cell line: ACHN. Synergy scores: CSS=20.3, Synergy_ZIP=-11.1, Synergy_Bliss=-9.56, Synergy_Loewe=-11.9, Synergy_HSA=-11.1. (6) Drug 1: C1=NC2=C(N=C(N=C2N1C3C(C(C(O3)CO)O)O)F)N. Drug 2: CC(C)CN1C=NC2=C1C3=CC=CC=C3N=C2N. Cell line: RXF 393. Synergy scores: CSS=40.3, Synergy_ZIP=2.99, Synergy_Bliss=1.26, Synergy_Loewe=-0.435, Synergy_HSA=0.558. (7) Drug 1: CC1C(C(CC(O1)OC2CC(CC3=C2C(=C4C(=C3O)C(=O)C5=C(C4=O)C(=CC=C5)OC)O)(C(=O)CO)O)N)O.Cl. Drug 2: CC1=CC2C(CCC3(C2CCC3(C(=O)C)OC(=O)C)C)C4(C1=CC(=O)CC4)C. Cell line: SR. Synergy scores: CSS=67.6, Synergy_ZIP=37.5, Synergy_Bliss=37.7, Synergy_Loewe=18.2, Synergy_HSA=37.2.